Predict which catalyst facilitates the given reaction. From a dataset of Catalyst prediction with 721,799 reactions and 888 catalyst types from USPTO. (1) Reactant: [N:1]([CH2:4][C:5]([N:7]([CH2:14][C:15]1[CH:20]=[CH:19][CH:18]=[CH:17][CH:16]=1)[C@H:8]([CH:10]1[CH2:13][CH2:12][CH2:11]1)[CH3:9])=[O:6])=[N+]=[N-].C1C=CC(P(C2C=CC=CC=2)C2C=CC=CC=2)=CC=1. Product: [NH2:1][CH2:4][C:5]([N:7]([CH2:14][C:15]1[CH:16]=[CH:17][CH:18]=[CH:19][CH:20]=1)[C@H:8]([CH:10]1[CH2:11][CH2:12][CH2:13]1)[CH3:9])=[O:6]. The catalyst class is: 20. (2) Reactant: [CH2:1]([C:8]1[C:17](Cl)=[N:16][C:15]2[C:10](=[CH:11][CH:12]=[CH:13][CH:14]=2)[N:9]=1)[C:2]1[CH:7]=[CH:6][CH:5]=[CH:4][CH:3]=1.[C-:19]#[N:20].[K+]. Product: [CH2:1]([C:8]1[C:17]([C:19]#[N:20])=[N:16][C:15]2[C:10](=[CH:11][CH:12]=[CH:13][CH:14]=2)[N:9]=1)[C:2]1[CH:7]=[CH:6][CH:5]=[CH:4][CH:3]=1. The catalyst class is: 31. (3) Reactant: [Cl:1][C:2]1[CH:10]=[C:9]2[C:5]([C:6]([C:11]([O:13]C)=[O:12])=[CH:7][NH:8]2)=[CH:4][C:3]=1[C:15]1[CH:20]=[CH:19][C:18]([O:21][CH2:22][CH2:23][N:24]2[CH2:29][CH2:28][NH:27][CH2:26][CH2:25]2)=[CH:17][CH:16]=1.[OH-].[Na+]. Product: [Cl:1][C:2]1[CH:10]=[C:9]2[C:5]([C:6]([C:11]([OH:13])=[O:12])=[CH:7][NH:8]2)=[CH:4][C:3]=1[C:15]1[CH:16]=[CH:17][C:18]([O:21][CH2:22][CH2:23][N:24]2[CH2:25][CH2:26][NH:27][CH2:28][CH2:29]2)=[CH:19][CH:20]=1. The catalyst class is: 5. (4) Reactant: Cl[C:2]1[N:11]=[C:10]([NH:12][CH2:13][C@H:14]2[CH2:19][CH2:18][CH2:17][N:16]([C:20]([O:22][C:23]([CH3:26])([CH3:25])[CH3:24])=[O:21])[CH2:15]2)[C:5]2=[N:6][CH:7]=[CH:8][N:9]=[C:4]2[CH:3]=1.[CH:27]1([N:32]2[CH:36]=[C:35](B3OC(C)(C)C(C)(C)O3)[CH:34]=[N:33]2)[CH2:31][CH2:30][CH2:29][CH2:28]1.C(=O)([O-])[O-].[Cs+].[Cs+]. Product: [CH:27]1([N:32]2[CH:36]=[C:35]([C:2]3[N:11]=[C:10]([NH:12][CH2:13][C@H:14]4[CH2:19][CH2:18][CH2:17][N:16]([C:20]([O:22][C:23]([CH3:26])([CH3:25])[CH3:24])=[O:21])[CH2:15]4)[C:5]4=[N:6][CH:7]=[CH:8][N:9]=[C:4]4[CH:3]=3)[CH:34]=[N:33]2)[CH2:31][CH2:30][CH2:29][CH2:28]1. The catalyst class is: 70.